From a dataset of Peptide-MHC class I binding affinity with 185,985 pairs from IEDB/IMGT. Regression. Given a peptide amino acid sequence and an MHC pseudo amino acid sequence, predict their binding affinity value. This is MHC class I binding data. (1) The peptide sequence is TMRCIGISNR. The MHC is HLA-A33:01 with pseudo-sequence HLA-A33:01. The binding affinity (normalized) is 0.755. (2) The peptide sequence is AVDLLKNYM. The MHC is Mamu-B8701 with pseudo-sequence Mamu-B8701. The binding affinity (normalized) is 0.